Dataset: Forward reaction prediction with 1.9M reactions from USPTO patents (1976-2016). Task: Predict the product of the given reaction. (1) Given the reactants [NH2:1][C:2]1[C:11]2[C:6](=[CH:7][CH:8]=[CH:9][CH:10]=2)[C:5]([O:12][CH:13]2[CH2:18][CH2:17][N:16]([C:19]([C:21]3([CH3:24])[CH2:23][CH2:22]3)=[O:20])[CH2:15][CH2:14]2)=[N:4][CH:3]=1.C1COCC1.ClC(Cl)(Cl)C[O:33][C:34](=O)[NH:35][C:36]1[N:37]([C:45]2[CH:50]=[CH:49][C:48]([CH3:51])=[CH:47][CH:46]=2)[N:38]=[C:39]([C:41]2([CH3:44])[CH2:43][CH2:42]2)[CH:40]=1, predict the reaction product. The product is: [CH3:24][C:21]1([C:19]([N:16]2[CH2:17][CH2:18][CH:13]([O:12][C:5]3[C:6]4[C:11](=[CH:10][CH:9]=[CH:8][CH:7]=4)[C:2]([NH:1][C:34]([NH:35][C:36]4[N:37]([C:45]5[CH:46]=[CH:47][C:48]([CH3:51])=[CH:49][CH:50]=5)[N:38]=[C:39]([C:41]5([CH3:44])[CH2:42][CH2:43]5)[CH:40]=4)=[O:33])=[CH:3][N:4]=3)[CH2:14][CH2:15]2)=[O:20])[CH2:23][CH2:22]1. (2) Given the reactants [F:1][C:2]1[CH:7]=[CH:6][CH:5]=[C:4]([F:8])[C:3]=1[CH:9]1[O:13][N:12]=[C:11]([C:14](=[O:16])[CH3:15])[CH2:10]1.[Br:17]Br.BrBr.ClCCl, predict the reaction product. The product is: [Br:17][CH2:15][C:14]([C:11]1[CH2:10][CH:9]([C:3]2[C:4]([F:8])=[CH:5][CH:6]=[CH:7][C:2]=2[F:1])[O:13][N:12]=1)=[O:16]. (3) The product is: [CH3:27][C:21]([CH3:28])([CH2:20][CH2:19][CH2:18][CH2:17][CH2:16][CH2:15][CH2:14][CH2:13][CH2:12][C:11]([CH3:30])([CH3:29])[CH2:10][OH:9])[CH2:22][OH:23]. Given the reactants [H-].[H-].[H-].[H-].[Li+].[Al+3].C([O:9][C:10](=O)[C:11]([CH3:30])([CH3:29])[CH2:12][CH2:13][CH2:14][CH2:15][CH2:16][CH2:17][CH2:18][CH2:19][CH2:20][C:21]([CH3:28])([CH3:27])[C:22](OCC)=[O:23])C.O.Cl, predict the reaction product. (4) Given the reactants [F:1][C:2]1[CH:11]=[CH:10][C:9]([O:12]C)=[CH:8][C:3]=1[CH2:4][N:5]([CH3:7])[CH3:6].[BrH:14].C(O)(=O)C, predict the reaction product. The product is: [BrH:14].[CH3:7][N:5]([CH2:4][C:3]1[CH:8]=[C:9]([OH:12])[CH:10]=[CH:11][C:2]=1[F:1])[CH3:6].